From a dataset of Full USPTO retrosynthesis dataset with 1.9M reactions from patents (1976-2016). Predict the reactants needed to synthesize the given product. (1) Given the product [N+:8]([C:11]1[CH:12]=[CH:13][C:14]([N:17]2[CH2:18][CH:19]([NH:21][C:5](=[O:7])[CH3:6])[CH2:20]2)=[CH:15][CH:16]=1)([O-:10])=[O:9], predict the reactants needed to synthesize it. The reactants are: C(O[C:5](=[O:7])[CH3:6])(=O)C.[N+:8]([C:11]1[CH:16]=[CH:15][C:14]([N:17]2[CH2:20][CH:19]([NH2:21])[CH2:18]2)=[CH:13][CH:12]=1)([O-:10])=[O:9]. (2) Given the product [CH2:17]([O:16][C:12]([CH2:13][CH2:14][N:1]1[CH2:6][CH2:5][CH2:4][CH:3]([C:7]([O:9][CH2:10][CH3:11])=[O:8])[CH2:2]1)=[O:15])[CH3:18], predict the reactants needed to synthesize it. The reactants are: [NH:1]1[CH2:6][CH2:5][CH2:4][CH:3]([C:7]([O:9][CH2:10][CH3:11])=[O:8])[CH2:2]1.[C:12]([O:16][CH2:17][CH3:18])(=[O:15])[CH:13]=[CH2:14]. (3) Given the product [F:1][C:2]([F:7])([F:6])[C:3]([OH:5])=[O:4].[CH2:8]([S:10]([N:13]1[CH2:14][CH2:15][CH:16]([C:19]2[C:27]3[C:22](=[C:23]([C:43]([NH2:45])=[O:44])[CH:24]=[C:25]([C:28]4[CH:33]=[C:32]([CH2:34][NH:35][C@H:36]([CH3:37])[C:49]([CH3:48])([CH3:50])[CH3:2])[CH:31]=[C:30]([F:42])[CH:29]=4)[CH:26]=3)[NH:21][CH:20]=2)[CH2:17][CH2:18]1)(=[O:11])=[O:12])[CH3:9], predict the reactants needed to synthesize it. The reactants are: [F:1][C:2]([F:7])([F:6])[C:3]([OH:5])=[O:4].[CH2:8]([S:10]([N:13]1[CH2:18][CH2:17][CH:16]([C:19]2[C:27]3[C:22](=[C:23]([C:43]([NH2:45])=[O:44])[CH:24]=[C:25]([C:28]4[CH:33]=[C:32]([CH2:34][NH:35][CH2:36][C@@H:37]5CCCO5)[CH:31]=[C:30]([F:42])[CH:29]=4)[CH:26]=3)[NH:21][CH:20]=2)[CH2:15][CH2:14]1)(=[O:12])=[O:11])[CH3:9].O1[CH2:50][CH2:49][CH2:48][C@H]1CN. (4) Given the product [CH3:1][C:2]1[CH:7]=[CH:6][CH:5]=[C:4]([CH3:8])[C:3]=1[C:9]1[CH:14]=[CH:13][CH:12]=[C:11]([S:15]([NH:18][C:19]2[CH:23]=[CH:22][S:21][C:20]=2[C:24]([OH:26])=[O:25])(=[O:17])=[O:16])[CH:10]=1, predict the reactants needed to synthesize it. The reactants are: [CH3:1][C:2]1[CH:7]=[CH:6][CH:5]=[C:4]([CH3:8])[C:3]=1[C:9]1[CH:14]=[CH:13][CH:12]=[C:11]([S:15]([NH:18][C:19]2[CH:23]=[CH:22][S:21][C:20]=2[C:24]([O:26]C)=[O:25])(=[O:17])=[O:16])[CH:10]=1.[OH-].[Na+].